From a dataset of Full USPTO retrosynthesis dataset with 1.9M reactions from patents (1976-2016). Predict the reactants needed to synthesize the given product. (1) Given the product [ClH:23].[CH3:1][O:2][C:3]1[CH:8]=[CH:7][CH:6]=[CH:5][C:4]=1[C:9]1[N:17]2[C:12]([CH:13]=[N:14][C:15]([C:18]([NH2:19])=[O:22])=[N:16]2)=[CH:11][CH:10]=1, predict the reactants needed to synthesize it. The reactants are: [CH3:1][O:2][C:3]1[CH:8]=[CH:7][CH:6]=[CH:5][C:4]=1[C:9]1[N:17]2[C:12]([CH:13]=[N:14][C:15]([C:18]#[N:19])=[N:16]2)=[CH:11][CH:10]=1.C([OH:22])C.[Cl:23][Si](C)(C)C.Cl.CCO.C(O[Si](C)(C)C)C. (2) Given the product [C:18]1([C:17]#[C:16][C:4]2[C:5]3[C:10](=[CH:9][CH:8]=[CH:7][CH:6]=3)[C:11]([C:7]#[C:6][C:5]3[CH:10]=[CH:11][CH:12]=[CH:3][CH:4]=3)=[CH:12][C:3]=2[O:2][CH3:1])[CH:23]=[CH:22][CH:21]=[CH:20][CH:19]=1, predict the reactants needed to synthesize it. The reactants are: [CH3:1][O:2][C:3]1[C:4](=O)[C:5]2[C:10]([C:11](=O)[CH:12]=1)=[CH:9][CH:8]=[CH:7][CH:6]=2.[Li+].[C-:16]#[C:17][C:18]1[CH:23]=[CH:22][CH:21]=[CH:20][CH:19]=1.[Sn](Cl)(Cl)(Cl)Cl.O. (3) Given the product [CH3:39][O:40][C:41]1[CH:46]=[CH:45][C:44]([C:2]2[CH:3]=[CH:4][C:5]3[NH:10][C:9](=[O:19])[CH2:8][N:7]([C:20]([NH:22][CH:23]([C:27]4[CH:28]=[CH:29][C:30]([O:33][C:34]([F:36])([F:35])[F:37])=[CH:31][CH:32]=4)[CH2:24][O:25][CH3:26])=[O:21])[C:6]=3[N:38]=2)=[CH:43][CH:42]=1, predict the reactants needed to synthesize it. The reactants are: Cl[C:2]1[CH:3]=[CH:4][C:5]2[N:10](COCC[Si](C)(C)C)[C:9](=[O:19])[CH2:8][N:7]([C:20]([NH:22][CH:23]([C:27]3[CH:32]=[CH:31][C:30]([O:33][C:34]([F:37])([F:36])[F:35])=[CH:29][CH:28]=3)[CH2:24][O:25][CH3:26])=[O:21])[C:6]=2[N:38]=1.[CH3:39][O:40][C:41]1[CH:46]=[CH:45][C:44](B(O)O)=[CH:43][CH:42]=1.C(=O)([O-])[O-].[K+].[K+].O. (4) Given the product [NH2:10][C:3]1[C:2]([Br:1])=[CH:7][C:6]([Br:8])=[C:5]([OH:9])[CH:4]=1, predict the reactants needed to synthesize it. The reactants are: [Br:1][C:2]1[CH:7]=[C:6]([Br:8])[C:5]([OH:9])=[CH:4][C:3]=1[NH:10]C(=O)C.CC([O-])=O.[Na+]. (5) Given the product [CH3:32][C:29]([O:28][C:27]([NH:26][CH:23]1[CH2:22][CH2:21][N:20]([CH2:17][CH:12]([C:11]2[C:2]([F:1])=[CH:3][CH:4]=[C:5]3[C:10]=2[N:9]=[C:8]([O:18][CH3:19])[CH:7]=[CH:6]3)[C:13]([O:15][CH3:16])=[O:14])[CH2:25][CH2:24]1)=[O:33])([CH3:30])[CH3:31], predict the reactants needed to synthesize it. The reactants are: [F:1][C:2]1[C:11]([C:12](=[CH2:17])[C:13]([O:15][CH3:16])=[O:14])=[C:10]2[C:5]([CH:6]=[CH:7][C:8]([O:18][CH3:19])=[N:9]2)=[CH:4][CH:3]=1.[NH:20]1[CH2:25][CH2:24][CH:23]([NH:26][C:27](=[O:33])[O:28][C:29]([CH3:32])([CH3:31])[CH3:30])[CH2:22][CH2:21]1.CN(C)C(=N)N(C)C.